This data is from Catalyst prediction with 721,799 reactions and 888 catalyst types from USPTO. The task is: Predict which catalyst facilitates the given reaction. Reactant: [Cl:1][C:2]1[CH:11]=[C:10]([Cl:12])[C:9]2[C:4](=[CH:5][CH:6]=[CH:7][CH:8]=2)[N:3]=1.C([N-]C(C)C)(C)C.[Li+].CN(C)[CH:23]=[O:24].N1C=CN=C1. Product: [Cl:1][C:2]1[C:11]([CH:23]=[O:24])=[C:10]([Cl:12])[C:9]2[C:4](=[CH:5][CH:6]=[CH:7][CH:8]=2)[N:3]=1. The catalyst class is: 7.